This data is from Catalyst prediction with 721,799 reactions and 888 catalyst types from USPTO. The task is: Predict which catalyst facilitates the given reaction. (1) Reactant: [NH2:1][C:2]1[CH:7]=[CH:6][C:5]([S:8]([N:11]([C:14]2[CH:33]=[CH:32][C:17]3[N:18]([CH2:25][CH:26]4[CH2:31][CH2:30][O:29][CH2:28][CH2:27]4)[C:19]([C:21]([CH3:24])([CH3:23])[CH3:22])=[N:20][C:16]=3[CH:15]=2)[CH2:12][CH3:13])(=[O:10])=[O:9])=[CH:4][CH:3]=1.[C:34]([O:37][CH2:38][C:39](Cl)=[O:40])(=[O:36])[CH3:35]. Product: [C:34]([O:37][CH2:38][C:39]([NH:1][C:2]1[CH:7]=[CH:6][C:5]([S:8]([N:11]([C:14]2[CH:33]=[CH:32][C:17]3[N:18]([CH2:25][CH:26]4[CH2:31][CH2:30][O:29][CH2:28][CH2:27]4)[C:19]([C:21]([CH3:24])([CH3:22])[CH3:23])=[N:20][C:16]=3[CH:15]=2)[CH2:12][CH3:13])(=[O:10])=[O:9])=[CH:4][CH:3]=1)=[O:40])(=[O:36])[CH3:35]. The catalyst class is: 649. (2) Reactant: Cl.[Cl:2][CH2:3][C:4]1[S:5][CH:6]=[C:7]([C:9]([O:11]C)=[O:10])[N:8]=1. Product: [Cl:2][CH2:3][C:4]1[S:5][CH:6]=[C:7]([C:9]([OH:11])=[O:10])[N:8]=1. The catalyst class is: 38.